From a dataset of Retrosynthesis with 50K atom-mapped reactions and 10 reaction types from USPTO. Predict the reactants needed to synthesize the given product. (1) Given the product Nc1ccc(C(=O)N2CCOCC2)cc1C(F)(F)F, predict the reactants needed to synthesize it. The reactants are: O=C(c1ccc([N+](=O)[O-])c(C(F)(F)F)c1)N1CCOCC1. (2) Given the product O=C(Nc1nccc(-c2ccccc2)c1[N+](=O)[O-])c1ccc([N+](=O)[O-])cc1, predict the reactants needed to synthesize it. The reactants are: Nc1nccc(-c2ccccc2)c1[N+](=O)[O-].O=C(Cl)c1ccc([N+](=O)[O-])cc1. (3) Given the product OCc1cc2c(c(Cl)n1)OCC=C2, predict the reactants needed to synthesize it. The reactants are: C=CCOc1c(C=C)cc(CO)nc1Cl. (4) Given the product CC(C)(C)OC(=O)NCc1ccc(C(=O)NCc2ccc(OCCC(=O)N3C[C@H]4OC(C)(C)O[C@@H]4C3)cc2)cc1, predict the reactants needed to synthesize it. The reactants are: CC(C)(C)OC(=O)NCc1ccc(C(=O)NCc2ccc(OCCC(=O)O)cc2)cc1.CC1(C)O[C@@H]2CNC[C@H]2O1.